Predict the reactants needed to synthesize the given product. From a dataset of Full USPTO retrosynthesis dataset with 1.9M reactions from patents (1976-2016). (1) Given the product [CH2:1]([O:8][C:9]([NH:11][CH2:12][CH2:13][CH2:14][C@@H:15]([C:29]([NH:31][C@H:32]1[CH2:36][CH2:35][CH2:34][C@H:33]1[C:37]([OH:39])=[O:38])=[O:30])[NH:16][C:17]([C:19]1[N:20]([CH3:28])[C:21]2[C:26]([CH:27]=1)=[CH:25][CH:24]=[CH:23][CH:22]=2)=[O:18])=[O:10])[C:2]1[CH:3]=[CH:4][CH:5]=[CH:6][CH:7]=1, predict the reactants needed to synthesize it. The reactants are: [CH2:1]([O:8][C:9]([NH:11][CH2:12][CH2:13][CH2:14][C@@H:15]([C:29]([NH:31][C@H:32]1[CH2:36][CH2:35][CH2:34][C@H:33]1[C:37]([O:39]C(C)(C)C)=[O:38])=[O:30])[NH:16][C:17]([C:19]1[N:20]([CH3:28])[C:21]2[C:26]([CH:27]=1)=[CH:25][CH:24]=[CH:23][CH:22]=2)=[O:18])=[O:10])[C:2]1[CH:7]=[CH:6][CH:5]=[CH:4][CH:3]=1.Cl.C(OCC)(=O)C. (2) Given the product [CH3:21][N:19]([CH2:18][C:17]([N:10]1[C:11]2[C:6](=[CH:5][C:4]([O:3][CH2:1][CH3:2])=[C:13]([NH2:14])[CH:12]=2)[CH2:7][CH2:8][CH2:9]1)=[O:22])[CH3:20], predict the reactants needed to synthesize it. The reactants are: [CH2:1]([O:3][C:4]1[CH:5]=[C:6]2[C:11](=[CH:12][C:13]=1[N+:14]([O-])=O)[N:10]([C:17](=[O:22])[CH2:18][N:19]([CH3:21])[CH3:20])[CH2:9][CH2:8][CH2:7]2)[CH3:2].[H][H]. (3) Given the product [CH3:14][N:15]([CH3:16])[C:2]1[CH:10]=[CH:9][C:8]([N+:11]([O-:13])=[O:12])=[CH:7][C:3]=1[C:4]([OH:6])=[O:5], predict the reactants needed to synthesize it. The reactants are: Cl[C:2]1[CH:10]=[CH:9][C:8]([N+:11]([O-:13])=[O:12])=[CH:7][C:3]=1[C:4]([OH:6])=[O:5].[CH3:14][NH:15][CH3:16].